Task: Regression. Given two drug SMILES strings and cell line genomic features, predict the synergy score measuring deviation from expected non-interaction effect.. Dataset: NCI-60 drug combinations with 297,098 pairs across 59 cell lines (1) Drug 1: CC1=CC2C(CCC3(C2CCC3(C(=O)C)OC(=O)C)C)C4(C1=CC(=O)CC4)C. Drug 2: CCCCC(=O)OCC(=O)C1(CC(C2=C(C1)C(=C3C(=C2O)C(=O)C4=C(C3=O)C=CC=C4OC)O)OC5CC(C(C(O5)C)O)NC(=O)C(F)(F)F)O. Cell line: IGROV1. Synergy scores: CSS=2.20, Synergy_ZIP=0.191, Synergy_Bliss=2.18, Synergy_Loewe=-1.71, Synergy_HSA=0.640. (2) Drug 1: C1=CC(=CC=C1C#N)C(C2=CC=C(C=C2)C#N)N3C=NC=N3. Drug 2: CC1CCCC2(C(O2)CC(NC(=O)CC(C(C(=O)C(C1O)C)(C)C)O)C(=CC3=CSC(=N3)C)C)C. Cell line: KM12. Synergy scores: CSS=45.3, Synergy_ZIP=-2.45, Synergy_Bliss=-12.5, Synergy_Loewe=-16.9, Synergy_HSA=-6.42. (3) Drug 1: CC1C(C(CC(O1)OC2CC(CC3=C2C(=C4C(=C3O)C(=O)C5=C(C4=O)C(=CC=C5)OC)O)(C(=O)CO)O)N)O.Cl. Drug 2: C1=CC(=CC=C1CC(C(=O)O)N)N(CCCl)CCCl.Cl. Cell line: ACHN. Synergy scores: CSS=26.2, Synergy_ZIP=-1.64, Synergy_Bliss=-0.974, Synergy_Loewe=-0.991, Synergy_HSA=1.07. (4) Drug 1: C1=CC(=CC=C1CCC2=CNC3=C2C(=O)NC(=N3)N)C(=O)NC(CCC(=O)O)C(=O)O. Drug 2: CN(C(=O)NC(C=O)C(C(C(CO)O)O)O)N=O. Cell line: SK-OV-3. Synergy scores: CSS=40.0, Synergy_ZIP=2.12, Synergy_Bliss=1.21, Synergy_Loewe=-13.9, Synergy_HSA=1.65. (5) Drug 1: CN(C)N=NC1=C(NC=N1)C(=O)N. Drug 2: CC1=C(C=C(C=C1)C(=O)NC2=CC(=CC(=C2)C(F)(F)F)N3C=C(N=C3)C)NC4=NC=CC(=N4)C5=CN=CC=C5. Cell line: UACC62. Synergy scores: CSS=4.72, Synergy_ZIP=-1.02, Synergy_Bliss=1.20, Synergy_Loewe=2.00, Synergy_HSA=2.05. (6) Drug 1: C1=NC2=C(N1)C(=S)N=C(N2)N. Drug 2: C1=NC(=NC(=O)N1C2C(C(C(O2)CO)O)O)N. Cell line: SW-620. Synergy scores: CSS=17.7, Synergy_ZIP=-5.31, Synergy_Bliss=-0.868, Synergy_Loewe=-0.886, Synergy_HSA=1.10. (7) Drug 1: COC1=C(C=C2C(=C1)N=CN=C2NC3=CC(=C(C=C3)F)Cl)OCCCN4CCOCC4. Drug 2: CC1OCC2C(O1)C(C(C(O2)OC3C4COC(=O)C4C(C5=CC6=C(C=C35)OCO6)C7=CC(=C(C(=C7)OC)O)OC)O)O. Cell line: A549. Synergy scores: CSS=61.0, Synergy_ZIP=6.30, Synergy_Bliss=5.41, Synergy_Loewe=10.0, Synergy_HSA=13.5.